This data is from Catalyst prediction with 721,799 reactions and 888 catalyst types from USPTO. The task is: Predict which catalyst facilitates the given reaction. (1) Reactant: [CH2:1]=[CH:2][CH:3]=[CH2:4].[CH3:5][CH2:6][C:7]([CH2:9][CH2:10]/[CH:11]=[C:12](/[CH2:14][CH2:15][CH:16]=[C:17]([CH3:19])[CH3:18])\[CH3:13])=[CH2:8]. Product: [CH3:5][CH2:6][C:7]([CH2:9][CH2:10]/[CH:11]=[C:12](/[CH2:14][CH2:15][CH:16]=[C:17]([CH3:18])[CH3:19])\[CH3:13])=[CH2:8].[CH2:1]=[CH:2][CH:3]=[CH2:4].[CH3:1][CH2:2][C:3]([CH2:9][CH2:10]/[CH:11]=[C:12](/[CH2:14][CH2:15][CH:16]=[C:17]([CH3:18])[CH3:19])\[CH3:13])=[CH2:4]. The catalyst class is: 5. (2) Reactant: C([O-])([O-])=O.[K+].[K+].[CH2:7]([O:9][C:10](=[O:21])[CH2:11][O:12][C:13]1[CH:18]=[CH:17][C:16]([SH:19])=[CH:15][C:14]=1[CH3:20])[CH3:8].[Cl:22][C:23]1[CH:24]=[C:25]([CH:28]=[CH:29][C:30]=1Cl)[CH:26]=[O:27]. Product: [CH2:7]([O:9][C:10](=[O:21])[CH2:11][O:12][C:13]1[CH:18]=[CH:17][C:16]([S:19][C:30]2[CH:29]=[CH:28][C:25]([CH:26]=[O:27])=[CH:24][C:23]=2[Cl:22])=[CH:15][C:14]=1[CH3:20])[CH3:8]. The catalyst class is: 3.